From a dataset of Peptide-MHC class I binding affinity with 185,985 pairs from IEDB/IMGT. Regression. Given a peptide amino acid sequence and an MHC pseudo amino acid sequence, predict their binding affinity value. This is MHC class I binding data. (1) The peptide sequence is GVPHSVFIA. The MHC is HLA-A02:06 with pseudo-sequence HLA-A02:06. The binding affinity (normalized) is 0.574. (2) The peptide sequence is IRLRPNGKKKY. The MHC is Mamu-B17 with pseudo-sequence Mamu-B17. The binding affinity (normalized) is 0.393. (3) The peptide sequence is HQRRLVKLL. The MHC is HLA-A02:03 with pseudo-sequence HLA-A02:03. The binding affinity (normalized) is 0.313. (4) The peptide sequence is ELAYYNSCM. The MHC is HLA-A02:01 with pseudo-sequence HLA-A02:01. The binding affinity (normalized) is 0.225. (5) The peptide sequence is VTVTNVLLY. The MHC is HLA-A01:01 with pseudo-sequence HLA-A01:01. The binding affinity (normalized) is 0.554. (6) The peptide sequence is WTDLYTSMS. The MHC is HLA-B08:01 with pseudo-sequence HLA-B08:01. The binding affinity (normalized) is 0.0847. (7) The peptide sequence is REPRGSDIA. The MHC is Mamu-A11 with pseudo-sequence Mamu-A11. The binding affinity (normalized) is 0.103.